From a dataset of Full USPTO retrosynthesis dataset with 1.9M reactions from patents (1976-2016). Predict the reactants needed to synthesize the given product. (1) Given the product [CH3:1][C:2]1[CH:7]=[CH:6][C:5]([S:8]([O:11][CH2:12][C@H:13]2[CH:14]=[CH:15][C:22]3[C:17](=[C:18]([C:27]4[CH:32]=[CH:31][CH:30]=[CH:29][C:28]=4[Cl:33])[C:19]([F:26])=[CH:20][CH:21]=3)[O:16]2)(=[O:9])=[O:10])=[CH:4][CH:3]=1, predict the reactants needed to synthesize it. The reactants are: [CH3:1][C:2]1[CH:7]=[CH:6][C:5]([S:8]([O:11][CH2:12][C@H:13]([O:16][C:17]2[C:22](C=CC)=[CH:21][CH:20]=[C:19]([F:26])[C:18]=2[C:27]2[CH:32]=[CH:31][CH:30]=[CH:29][C:28]=2[Cl:33])[CH:14]=[CH2:15])(=[O:10])=[O:9])=[CH:4][CH:3]=1. (2) Given the product [C:1]([O:5][C:6]([N:8]1[CH2:9][CH2:10][CH:11]([C:14]([NH:16][C:17]2[CH:18]=[C:19]3[C:23](=[CH:24][CH:25]=2)[N:22]([C:31]([O:30][C:26]([CH3:29])([CH3:28])[CH3:27])=[O:32])[CH:21]=[CH:20]3)=[O:15])[CH2:12][CH2:13]1)=[O:7])([CH3:4])([CH3:2])[CH3:3], predict the reactants needed to synthesize it. The reactants are: [C:1]([O:5][C:6]([N:8]1[CH2:13][CH2:12][CH:11]([C:14]([NH:16][C:17]2[CH:18]=[C:19]3[C:23](=[CH:24][CH:25]=2)[NH:22][CH:21]=[CH:20]3)=[O:15])[CH2:10][CH2:9]1)=[O:7])([CH3:4])([CH3:3])[CH3:2].[C:26]([O:30][C:31](O[C:31]([O:30][C:26]([CH3:29])([CH3:28])[CH3:27])=[O:32])=[O:32])([CH3:29])([CH3:28])[CH3:27]. (3) The reactants are: [CH:1]1([OH:7])[CH2:6][CH2:5][CH2:4][CH2:3][CH2:2]1.[H-].[K+].[Cl:10][C:11]1[CH:12]=[C:13]([N+:18]([O-:20])=[O:19])[CH:14]=[CH:15][C:16]=1F. Given the product [Cl:10][C:11]1[CH:12]=[C:13]([N+:18]([O-:20])=[O:19])[CH:14]=[CH:15][C:16]=1[O:7][CH:1]1[CH2:6][CH2:5][CH2:4][CH2:3][CH2:2]1, predict the reactants needed to synthesize it. (4) Given the product [F:1][C:2]1[CH:7]=[CH:6][C:5]([C:18]2[N:22]3[N:23]=[CH:24][C:25]([C:27]([OH:30])([CH3:28])[CH3:29])=[N:26][C:21]3=[N:20][CH:19]=2)=[CH:4][C:3]=1[C:11]1[N:12]=[N:13][CH:14]=[CH:15][CH:16]=1, predict the reactants needed to synthesize it. The reactants are: [F:1][C:2]1[CH:7]=[CH:6][C:5](B(O)O)=[CH:4][C:3]=1[C:11]1[N:12]=[N:13][CH:14]=[CH:15][CH:16]=1.Br[C:18]1[N:22]2[N:23]=[CH:24][C:25]([C:27]([OH:30])([CH3:29])[CH3:28])=[N:26][C:21]2=[N:20][CH:19]=1. (5) Given the product [OH:1][C:2]1[N:6]([C:7]2[CH:15]=[CH:14][C:10]([C:11]([NH:33][CH2:32][CH2:31][CH:26]3[CH2:27][CH2:28][CH2:29][CH2:30][O:25]3)=[O:13])=[CH:9][N:8]=2)[N:5]=[CH:4][C:3]=1[C:16]1[CH:21]=[CH:20][N:19]=[C:18]([O:22][CH3:23])[CH:17]=1, predict the reactants needed to synthesize it. The reactants are: [OH:1][C:2]1[N:6]([C:7]2[CH:15]=[CH:14][C:10]([C:11]([OH:13])=O)=[CH:9][N:8]=2)[N:5]=[CH:4][C:3]=1[C:16]1[CH:21]=[CH:20][N:19]=[C:18]([O:22][CH3:23])[CH:17]=1.Cl.[O:25]1[CH2:30][CH2:29][CH2:28][CH2:27][CH:26]1[CH2:31][CH2:32][NH2:33].